From a dataset of Full USPTO retrosynthesis dataset with 1.9M reactions from patents (1976-2016). Predict the reactants needed to synthesize the given product. (1) Given the product [F:14][C@H:15]1[CH2:19][CH2:18][N:17]([C:20]2[CH:21]=[C:22]([C:2]3[CH:3]=[CH:4][C:5]4[O:6][C:7]([CH3:13])([CH3:12])[CH2:8][NH:9][C:10]=4[N:11]=3)[CH:23]=[CH:24][CH:25]=2)[CH2:16]1, predict the reactants needed to synthesize it. The reactants are: Br[C:2]1[CH:3]=[CH:4][C:5]2[O:6][C:7]([CH3:13])([CH3:12])[CH2:8][NH:9][C:10]=2[N:11]=1.[F:14][C@H:15]1[CH2:19][CH2:18][N:17]([C:20]2[CH:21]=[C:22](B(O)O)[CH:23]=[CH:24][CH:25]=2)[CH2:16]1.C(=O)([O-])[O-].[Cs+].[Cs+]. (2) Given the product [Cl:3][C:4]1[CH:13]=[CH:12][C:11]2[C:6](=[CH:7][CH:8]=[C:25]([N:23]([CH3:24])[CH3:22])[CH:10]=2)[N:5]=1, predict the reactants needed to synthesize it. The reactants are: CI.[Cl:3][C:4]1[CH:13]=[CH:12][C:11]2[C:6](=[CH:7][CH:8]=C(N)[CH:10]=2)[N:5]=1.C([O-])([O-])=O.[K+].[K+].O.[CH3:22][N:23]([CH:25]=O)[CH3:24]. (3) Given the product [CH3:26][C@@H:22]1[CH2:23][CH2:24][CH2:25][N:21]1[CH2:20][CH2:19][C:17]1[O:18][C:14]2[CH:15]=[CH:27][C:11]([C:7]3[CH:6]=[C:5]([C:4](=[O:28])[CH2:30][CH3:31])[CH:10]=[CH:9][CH:8]=3)=[CH:12][C:13]=2[CH:16]=1, predict the reactants needed to synthesize it. The reactants are: CON(C)[C:4](=[O:28])[C:5]1[CH:10]=[CH:9][CH:8]=[C:7]([C:11]2[CH:12]=[CH:13][C:14]3[O:18][C:17]([CH2:19][CH2:20][N:21]4[CH2:25][CH2:24][CH2:23][C@H:22]4[CH3:26])=[CH:16][C:15]=3[CH:27]=2)[CH:6]=1.[CH2:30]([Mg]Br)[CH3:31]. (4) Given the product [Cl:9][C:3]1[CH:4]=[CH:5][C:6]([CH3:8])=[CH:7][C:2]=1[C:10]1[CH:15]=[CH:14][CH:13]=[CH:12][CH:11]=1, predict the reactants needed to synthesize it. The reactants are: Br[C:2]1[CH:7]=[C:6]([CH3:8])[CH:5]=[CH:4][C:3]=1[Cl:9].[C:10]1(B(O)O)[CH:15]=[CH:14][CH:13]=[CH:12][CH:11]=1.C([O-])([O-])=O.[Na+].[Na+]. (5) Given the product [Cl:21][C:16]1[CH:17]=[CH:18][CH:19]=[C:20]2[C:15]=1[N:14]=[C:13]([CH3:22])[C:12]([CH3:23])=[C:11]2[N:10]1[C:4]2[C:5](=[N:6][CH:7]=[C:2]([N:29]3[CH2:34][CH2:33][O:32][CH2:31][CH2:30]3)[CH:3]=2)[C:8]2([CH2:24][CH2:25][O:26][CH2:27][CH2:28]2)[CH2:9]1, predict the reactants needed to synthesize it. The reactants are: Br[C:2]1[CH:3]=[C:4]2[N:10]([C:11]3[C:20]4[C:15](=[C:16]([Cl:21])[CH:17]=[CH:18][CH:19]=4)[N:14]=[C:13]([CH3:22])[C:12]=3[CH3:23])[CH2:9][C:8]3([CH2:28][CH2:27][O:26][CH2:25][CH2:24]3)[C:5]2=[N:6][CH:7]=1.[NH:29]1[CH2:34][CH2:33][O:32][CH2:31][CH2:30]1.CC(C1C=C(C(C)C)C(C2C=CC=CC=2P(C2CCCCC2)C2CCCCC2)=C(C(C)C)C=1)C.